From a dataset of Peptide-MHC class II binding affinity with 134,281 pairs from IEDB. Regression. Given a peptide amino acid sequence and an MHC pseudo amino acid sequence, predict their binding affinity value. This is MHC class II binding data. The peptide sequence is MSQIMYNYPAMRAHA. The MHC is DRB1_1201 with pseudo-sequence DRB1_1201. The binding affinity (normalized) is 0.454.